Dataset: Forward reaction prediction with 1.9M reactions from USPTO patents (1976-2016). Task: Predict the product of the given reaction. Given the reactants Br[CH2:2][CH2:3][CH2:4][CH2:5][CH2:6][O:7][CH:8]1[CH2:13][CH2:12][N:11]([C:14]([O:16][C:17]([CH3:20])([CH3:19])[CH3:18])=[O:15])[CH2:10][CH2:9]1.[CH3:21][OH:22].C[O-].[Na+], predict the reaction product. The product is: [CH3:21][O:22][CH2:2][CH2:3][CH2:4][CH2:5][CH2:6][O:7][CH:8]1[CH2:13][CH2:12][N:11]([C:14]([O:16][C:17]([CH3:20])([CH3:19])[CH3:18])=[O:15])[CH2:10][CH2:9]1.